Dataset: NCI-60 drug combinations with 297,098 pairs across 59 cell lines. Task: Regression. Given two drug SMILES strings and cell line genomic features, predict the synergy score measuring deviation from expected non-interaction effect. (1) Drug 1: CC1OCC2C(O1)C(C(C(O2)OC3C4COC(=O)C4C(C5=CC6=C(C=C35)OCO6)C7=CC(=C(C(=C7)OC)O)OC)O)O. Cell line: K-562. Drug 2: CCC1(C2=C(COC1=O)C(=O)N3CC4=CC5=C(C=CC(=C5CN(C)C)O)N=C4C3=C2)O.Cl. Synergy scores: CSS=40.3, Synergy_ZIP=-6.55, Synergy_Bliss=-2.87, Synergy_Loewe=-2.10, Synergy_HSA=-0.479. (2) Drug 1: CCC(=C(C1=CC=CC=C1)C2=CC=C(C=C2)OCCN(C)C)C3=CC=CC=C3.C(C(=O)O)C(CC(=O)O)(C(=O)O)O. Drug 2: C1C(C(OC1N2C=NC3=C2NC=NCC3O)CO)O. Cell line: K-562. Synergy scores: CSS=12.0, Synergy_ZIP=-1.53, Synergy_Bliss=0.700, Synergy_Loewe=-4.99, Synergy_HSA=0.718. (3) Drug 1: CC1=C(C=C(C=C1)NC2=NC=CC(=N2)N(C)C3=CC4=NN(C(=C4C=C3)C)C)S(=O)(=O)N.Cl. Drug 2: CC(C1=C(C=CC(=C1Cl)F)Cl)OC2=C(N=CC(=C2)C3=CN(N=C3)C4CCNCC4)N. Cell line: M14. Synergy scores: CSS=-3.95, Synergy_ZIP=3.54, Synergy_Bliss=2.89, Synergy_Loewe=-0.284, Synergy_HSA=-1.36. (4) Drug 1: C1=C(C(=O)NC(=O)N1)F. Drug 2: C1C(C(OC1N2C=NC3=C(N=C(N=C32)Cl)N)CO)O. Cell line: CCRF-CEM. Synergy scores: CSS=62.8, Synergy_ZIP=-11.5, Synergy_Bliss=-13.3, Synergy_Loewe=-12.4, Synergy_HSA=-8.88. (5) Synergy scores: CSS=-0.690, Synergy_ZIP=-0.446, Synergy_Bliss=-0.733, Synergy_Loewe=-1.59, Synergy_HSA=-1.13. Drug 2: CC12CCC3C(C1CCC2O)C(CC4=C3C=CC(=C4)O)CCCCCCCCCS(=O)CCCC(C(F)(F)F)(F)F. Drug 1: CCC(=C(C1=CC=CC=C1)C2=CC=C(C=C2)OCCN(C)C)C3=CC=CC=C3.C(C(=O)O)C(CC(=O)O)(C(=O)O)O. Cell line: M14. (6) Drug 1: CNC(=O)C1=CC=CC=C1SC2=CC3=C(C=C2)C(=NN3)C=CC4=CC=CC=N4. Drug 2: CC1=C(C(=CC=C1)Cl)NC(=O)C2=CN=C(S2)NC3=CC(=NC(=N3)C)N4CCN(CC4)CCO. Cell line: ACHN. Synergy scores: CSS=32.0, Synergy_ZIP=6.23, Synergy_Bliss=11.2, Synergy_Loewe=8.97, Synergy_HSA=11.9. (7) Drug 1: C1CC(=O)NC(=O)C1N2CC3=C(C2=O)C=CC=C3N. Drug 2: CC12CCC3C(C1CCC2OP(=O)(O)O)CCC4=C3C=CC(=C4)OC(=O)N(CCCl)CCCl.[Na+]. Cell line: UO-31. Synergy scores: CSS=-2.24, Synergy_ZIP=-7.47, Synergy_Bliss=-17.1, Synergy_Loewe=-18.1, Synergy_HSA=-17.7.